From a dataset of Forward reaction prediction with 1.9M reactions from USPTO patents (1976-2016). Predict the product of the given reaction. (1) Given the reactants [Cl:1][C:2]1[N:3](COCC[Si](C)(C)C)[C:4](=[O:15])[N:5]([CH2:9][C:10]([O:12][CH2:13][CH3:14])=[O:11])[C:6](=[O:8])[CH:7]=1, predict the reaction product. The product is: [Cl:1][C:2]1[NH:3][C:4](=[O:15])[N:5]([CH2:9][C:10]([O:12][CH2:13][CH3:14])=[O:11])[C:6](=[O:8])[CH:7]=1. (2) Given the reactants [Br:1][C:2]1[C:3](C)=[C:4]([N+:12]([O-:14])=[O:13])[C:5](C)=[C:6]([CH:10]=1)[C:7]([OH:9])=[O:8].[C:16](=O)([O-])[O-].[Na+].[Na+].CI.O, predict the reaction product. The product is: [Br:1][C:2]1[CH:10]=[C:6]([CH:5]=[C:4]([N+:12]([O-:14])=[O:13])[CH:3]=1)[C:7]([O:9][CH3:16])=[O:8]. (3) Given the reactants [OH:1][CH2:2][C@H:3]1[O:8][CH2:7][CH2:6][N:5]([C:9]([O:11][C:12]([CH3:15])([CH3:14])[CH3:13])=[O:10])[CH2:4]1.C(N(CC)CC)C.[CH3:23][C:24]1[CH:29]=[CH:28][C:27]([S:30](Cl)(=[O:32])=[O:31])=[CH:26][CH:25]=1, predict the reaction product. The product is: [S:30]([O:1][CH2:2][C@H:3]1[O:8][CH2:7][CH2:6][N:5]([C:9]([O:11][C:12]([CH3:15])([CH3:14])[CH3:13])=[O:10])[CH2:4]1)([C:27]1[CH:28]=[CH:29][C:24]([CH3:23])=[CH:25][CH:26]=1)(=[O:32])=[O:31].